This data is from Reaction yield outcomes from USPTO patents with 853,638 reactions. The task is: Predict the reaction yield, written as a fraction of the theoretical maximum amount of product (1.0 means a 100% yield; for example, 0.34 means a 34% yield). (1) The reactants are Br[C:2]1[CH:3]=[C:4]([Cl:23])[C:5]([CH2:8][CH2:9][NH:10][C:11](=[O:22])[C:12]2[CH:17]=[CH:16][CH:15]=[CH:14][C:13]=2[C:18]([F:21])([F:20])[F:19])=[N:6][CH:7]=1.[F:24][C:25]([F:36])([F:35])[C:26]1[N:31]=[CH:30][C:29](B(O)O)=[CH:28][CH:27]=1.C(=O)([O-])[O-].[Cs+].[Cs+]. The catalyst is O1CCOCC1.O. The product is [Cl:23][C:4]1[CH:3]=[C:2]([C:29]2[CH:30]=[N:31][C:26]([C:25]([F:36])([F:35])[F:24])=[CH:27][CH:28]=2)[CH:7]=[N:6][C:5]=1[CH2:8][CH2:9][NH:10][C:11](=[O:22])[C:12]1[CH:17]=[CH:16][CH:15]=[CH:14][C:13]=1[C:18]([F:21])([F:20])[F:19]. The yield is 0.656. (2) The reactants are C1C2C(COC([NH:18][C@@H:19]3[CH2:23][N:22]([C:24](=[O:44])[C@@H:25]([NH:30][C:31](=[O:43])[C@@H:32]([N:34]([CH3:42])[C:35](=[O:41])[O:36][C:37]([CH3:40])([CH3:39])[CH3:38])[CH3:33])[C:26]([CH3:29])([CH3:28])[CH3:27])[C@H:21]([C:45](=[O:57])[NH:46][C@H:47]4[C:56]5[C:51](=[CH:52][CH:53]=[CH:54][CH:55]=5)[CH2:50][CH2:49][CH2:48]4)[CH2:20]3)=O)C3C(=CC=CC=3)C=2C=CC=1.N1CCCCC1. The catalyst is C(Cl)Cl. The product is [NH2:18][C@@H:19]1[CH2:23][N:22]([C:24](=[O:44])[C@@H:25]([NH:30][C:31](=[O:43])[C@@H:32]([N:34]([CH3:42])[C:35](=[O:41])[O:36][C:37]([CH3:38])([CH3:39])[CH3:40])[CH3:33])[C:26]([CH3:28])([CH3:29])[CH3:27])[C@H:21]([C:45](=[O:57])[NH:46][C@H:47]2[C:56]3[C:51](=[CH:52][CH:53]=[CH:54][CH:55]=3)[CH2:50][CH2:49][CH2:48]2)[CH2:20]1. The yield is 0.790. (3) The reactants are [CH2:1]([O:8][C@@H:9]1[C@@H:14]([O:15][CH2:16][C:17]2[CH:22]=[CH:21][CH:20]=[CH:19][CH:18]=2)[C@@H:13]([O:23][CH2:24][C:25]2[CH:30]=[CH:29][CH:28]=[CH:27][CH:26]=2)[C@@H:12]([CH2:31][O:32][CH2:33][C:34]2[CH:39]=[CH:38][CH:37]=[CH:36][CH:35]=2)[O:11][C@:10]21[C:47]1[CH:46]=[C:45]3[C:48](I)=[CH:49][S:50][C:44]3=[CH:43][C:42]=1[CH2:41][O:40]2)[C:2]1[CH:7]=[CH:6][CH:5]=[CH:4][CH:3]=1.C(=O)([O-])[O-].[K+].[K+]. The catalyst is O1CCOCC1.[Ag]=O.[Pd](Cl)Cl.C1(P([C-]2C=CC=C2)C2C=CC=CC=2)C=CC=CC=1.[CH-]1C=CC=C1.[Fe+2]. The product is [CH2:1]([O:8][C@@H:9]1[C@@H:14]([O:15][CH2:16][C:17]2[CH:22]=[CH:21][CH:20]=[CH:19][CH:18]=2)[C@@H:13]([O:23][CH2:24][C:25]2[CH:30]=[CH:29][CH:28]=[CH:27][CH:26]=2)[C@@H:12]([CH2:31][O:32][CH2:33][C:34]2[CH:39]=[CH:38][CH:37]=[CH:36][CH:35]=2)[O:11][C@:10]21[C:47]1[CH:46]=[C:45]3[C:48]([CH2:41][C:42]4[CH:47]=[CH:46][C:45]([CH2:48][CH3:49])=[CH:44][CH:43]=4)=[CH:49][S:50][C:44]3=[CH:43][C:42]=1[CH2:41][O:40]2)[C:2]1[CH:7]=[CH:6][CH:5]=[CH:4][CH:3]=1. The yield is 0.790. (4) The reactants are [CH3:1][C:2]1([CH3:29])[O:6][C:5](=[O:7])[N:4]([CH:8]2[CH2:13][CH2:12][C:11](B3OC(C)(C)C(C)(C)O3)=[CH:10][CH2:9]2)[C@H:3]1[C:23]1[CH:28]=[CH:27][CH:26]=[CH:25][CH:24]=1.Br[C:31]1[C:32](=[O:41])[NH:33][C:34]2[C:39]([CH:40]=1)=[CH:38][CH:37]=[N:36][CH:35]=2.C(=O)([O-])[O-].[Na+].[Na+].O1CCOCC1. The catalyst is C1C=CC(P(C2C=CC=CC=2)[C-]2C=CC=C2)=CC=1.C1C=CC(P(C2C=CC=CC=2)[C-]2C=CC=C2)=CC=1.Cl[Pd]Cl.[Fe+2].O. The product is [CH3:1][C:2]1([CH3:29])[O:6][C:5](=[O:7])[N:4]([CH:8]2[CH2:13][CH2:12][C:11]([C:31]3[C:32](=[O:41])[NH:33][C:34]4[C:39]([CH:40]=3)=[CH:38][CH:37]=[N:36][CH:35]=4)=[CH:10][CH2:9]2)[C@H:3]1[C:23]1[CH:24]=[CH:25][CH:26]=[CH:27][CH:28]=1. The yield is 0.386. (5) The reactants are [CH3:1][N:2]1[C:6](=[O:7])[NH:5][N:4]=[C:3]1[S:8][C:9]1[CH:17]=[C:16]([C:18]([F:21])([F:20])[F:19])[CH:15]=[CH:14][C:10]=1[C:11]([OH:13])=O.[C:22]1(=[O:29])[CH2:27][CH2:26][CH2:25][C:24](=[O:28])[CH2:23]1.C1(N=C=NC2CCCCC2)CCCCC1.C(N(CC)CC)C.C[Si](C#N)(C)C. No catalyst specified. The product is [CH3:1][N:2]1[C:6](=[O:7])[NH:5][N:4]=[C:3]1[S:8][C:9]1[CH:17]=[C:16]([C:18]([F:21])([F:20])[F:19])[CH:15]=[CH:14][C:10]=1[C:11]([CH:23]1[C:24](=[O:28])[CH2:25][CH2:26][CH2:27][C:22]1=[O:29])=[O:13]. The yield is 0.680. (6) The reactants are [C:1]([C:5]1[CH:14]=[CH:13][C:8]([C:9]([O:11][CH3:12])=[O:10])=[C:7]([OH:15])[CH:6]=1)([CH3:4])([CH3:3])[CH3:2].[C:16]([N:23]1[CH2:28][CH2:27][CH:26](O)[CH2:25][CH2:24]1)([O:18][C:19]([CH3:22])([CH3:21])[CH3:20])=[O:17].C1(P(C2C=CC=CC=2)C2C=CC=CC=2)C=CC=CC=1.N(C(OC(C)C)=O)=NC(OC(C)C)=O. The catalyst is C1COCC1. The product is [C:19]([O:18][C:16]([N:23]1[CH2:28][CH2:27][CH:26]([O:15][C:7]2[CH:6]=[C:5]([C:1]([CH3:4])([CH3:2])[CH3:3])[CH:14]=[CH:13][C:8]=2[C:9]([O:11][CH3:12])=[O:10])[CH2:25][CH2:24]1)=[O:17])([CH3:22])([CH3:20])[CH3:21]. The yield is 0.630. (7) The reactants are Cl.[CH3:2][S:3]([C:6]1[CH:12]=[CH:11][C:9]([NH2:10])=[CH:8][CH:7]=1)(=[O:5])=[O:4].CC([O-])(C)C.[K+].[I:19]I. The catalyst is CCO.S([O-])([O-])(=O)=O.[Ag+2]. The product is [I:19][C:11]1[CH:12]=[C:6]([S:3]([CH3:2])(=[O:4])=[O:5])[CH:7]=[CH:8][C:9]=1[NH2:10]. The yield is 0.660. (8) The reactants are [Cl:1][C:2]1[CH:7]=[CH:6][CH:5]=[C:4]([Cl:8])[C:3]=1[NH:9][C:10]1[N:11]([CH3:34])[C:12]2[C:21]3[C:20](=[O:22])[NH:19][C:18]([CH3:23])=[C:17]([CH2:24][C:25]([N:27]4[CH2:32][CH2:31][O:30][CH2:29][CH2:28]4)=O)[C:16]=3[CH:15]=[CH:14][C:13]=2[N:33]=1.B.CSC.Cl. The catalyst is C1COCC1. The product is [Cl:1][C:2]1[CH:7]=[CH:6][CH:5]=[C:4]([Cl:8])[C:3]=1[NH:9][C:10]1[N:11]([CH3:34])[C:12]2[C:21]3[C:20](=[O:22])[NH:19][C:18]([CH3:23])=[C:17]([CH2:24][CH2:25][N:27]4[CH2:28][CH2:29][O:30][CH2:31][CH2:32]4)[C:16]=3[CH:15]=[CH:14][C:13]=2[N:33]=1. The yield is 0.390. (9) The reactants are [O-:1][Mn](=O)(=O)=O.[K+].[CH3:7][C:8]1[CH:12]=[CH:11][N:10]([C:13]2[CH:18]=[CH:17][CH:16]=[CH:15][CH:14]=2)[N:9]=1.[OH-:19].[Na+]. The catalyst is O. The product is [C:13]1([N:10]2[CH:11]=[CH:12][C:8]([C:7]([OH:1])=[O:19])=[N:9]2)[CH:14]=[CH:15][CH:16]=[CH:17][CH:18]=1. The yield is 0.445. (10) The reactants are F[C:2]1[N:7]=[C:6]([C:8]2[NH:17][C:16](=[O:18])[C:15]3[C:10](=[CH:11][C:12]([O:21][CH3:22])=[CH:13][C:14]=3[O:19][CH3:20])[N:9]=2)[CH:5]=[CH:4][CH:3]=1.C([O-])([O-])=O.[K+].[K+].[CH2:29]([N:33]1[CH2:38][CH2:37][NH:36][CH2:35][CH2:34]1)[CH:30]([CH3:32])[CH3:31].CC(N(C)C)=O. The catalyst is CN(C)C=O.C(OCC)(=O)C. The product is [CH2:29]([N:33]1[CH2:38][CH2:37][N:36]([C:2]2[N:7]=[C:6]([C:8]3[NH:17][C:16](=[O:18])[C:15]4[C:10](=[CH:11][C:12]([O:21][CH3:22])=[CH:13][C:14]=4[O:19][CH3:20])[N:9]=3)[CH:5]=[CH:4][CH:3]=2)[CH2:35][CH2:34]1)[CH:30]([CH3:32])[CH3:31]. The yield is 0.340.